This data is from Forward reaction prediction with 1.9M reactions from USPTO patents (1976-2016). The task is: Predict the product of the given reaction. (1) Given the reactants Br[C:2]1[CH:7]=[C:6]([Cl:8])[CH:5]=[CH:4][C:3]=1[O:9][CH3:10].C([Li])CCC.[C:16]([N:23]1[CH2:28][CH2:27][C:26](=[O:29])[CH2:25][CH2:24]1)([O:18][C:19]([CH3:22])([CH3:21])[CH3:20])=[O:17].S([O-])(O)(=O)=O.[Na+].S([O-])([O-])(=O)=O.[Na+].[Na+], predict the reaction product. The product is: [Cl:8][C:6]1[CH:5]=[CH:4][C:3]([O:9][CH3:10])=[C:2]([C:26]2([OH:29])[CH2:25][CH2:24][N:23]([C:16]([O:18][C:19]([CH3:21])([CH3:20])[CH3:22])=[O:17])[CH2:28][CH2:27]2)[CH:7]=1. (2) Given the reactants [F:1][C:2]1[CH:7]=[CH:6][C:5]([C:8]2[CH:13]=[CH:12][C:11]([CH:14]=O)=[CH:10][CH:9]=2)=[CH:4][CH:3]=1.[NH2:16][CH2:17][C:18]1[CH:19]=[C:20]([CH:30]=[CH:31][CH:32]=1)[CH2:21][NH:22][C:23](=[O:29])[O:24][C:25]([CH3:28])([CH3:27])[CH3:26].[BH4-].[Na+], predict the reaction product. The product is: [F:1][C:2]1[CH:3]=[CH:4][C:5]([C:8]2[CH:9]=[CH:10][C:11]([CH2:14][NH:16][CH2:17][C:18]3[CH:19]=[C:20]([CH:30]=[CH:31][CH:32]=3)[CH2:21][NH:22][C:23](=[O:29])[O:24][C:25]([CH3:27])([CH3:28])[CH3:26])=[CH:12][CH:13]=2)=[CH:6][CH:7]=1. (3) The product is: [CH3:16][C:13]1([CH3:17])[N:12]([C:18]([O:20][C:21]([CH3:22])([CH3:23])[CH3:24])=[O:19])[C@@H:11]([CH2:10][CH:9]=[O:8])[CH2:15][O:14]1. Given the reactants C(N(CC)CC)C.[OH:8][CH2:9][CH2:10][C@H:11]1[CH2:15][O:14][C:13]([CH3:17])([CH3:16])[N:12]1[C:18]([O:20][C:21]([CH3:24])([CH3:23])[CH3:22])=[O:19].C(=O)(O)[O-].[Na+], predict the reaction product. (4) The product is: [NH2:1][C@@H:2]([C:9]1[CH:14]=[CH:13][CH:12]=[CH:11][CH:10]=1)[C@H:3]([CH3:8])[C:4]([NH2:15])=[O:5]. Given the reactants [NH2:1][C@@H:2]([C:9]1[CH:14]=[CH:13][CH:12]=[CH:11][CH:10]=1)[C@H:3]([CH3:8])[C:4](OC)=[O:5].[NH3:15], predict the reaction product. (5) Given the reactants [OH:1][C:2]1[CH:3]=[C:4]([CH:9]=[C:10]([O:12][CH:13]([CH3:15])[CH3:14])[CH:11]=1)[C:5]([O:7][CH3:8])=[O:6].C(=O)([O-])[O-].[K+].[K+].[CH2:22](Br)[C:23]1[CH:28]=[CH:27][CH:26]=[CH:25][CH:24]=1, predict the reaction product. The product is: [CH3:14][CH:13]([O:12][C:10]1[CH:9]=[C:4]([CH:3]=[C:2]([O:1][CH2:22][C:23]2[CH:28]=[CH:27][CH:26]=[CH:25][CH:24]=2)[CH:11]=1)[C:5]([O:7][CH3:8])=[O:6])[CH3:15]. (6) Given the reactants [CH3:1][C:2]1[N:3]=[CH:4][C:5]([N:8]2[CH2:13][CH2:12][CH:11]([OH:14])[CH2:10][CH2:9]2)=[N:6][CH:7]=1.CC(OI1(OC(C)=O)(OC(C)=O)OC(=O)C2C=CC=CC1=2)=O.[O-]S([O-])(=S)=O.[Na+].[Na+].C([O-])(O)=O.[Na+], predict the reaction product. The product is: [CH3:1][C:2]1[N:3]=[CH:4][C:5]([N:8]2[CH2:9][CH2:10][C:11](=[O:14])[CH2:12][CH2:13]2)=[N:6][CH:7]=1. (7) Given the reactants [Cl-].COC[P+]([C:8]1[CH:9]=[CH:10]C=[CH:6][CH:7]=1)([C:8]1[CH:9]=[CH:10]C=[CH:6][CH:7]=1)[C:6]1C=[CH:10][CH:9]=[CH:8][CH:7]=1.[H-].[Na+].C(O[C:34]1[CH:39]=[CH:38][C:37]([CH:40]2[CH2:45][CH2:44][C:43](=O)[CH2:42][CH2:41]2)=[CH:36][CH:35]=1)C1C=CC=CC=1.[Cl-].[NH4+:48].[C:49]([O:52][CH2:53]C)(=[O:51])[CH3:50], predict the reaction product. The product is: [NH2:48][C:34]1[CH:35]=[CH:36][C:37]([CH:40]2[CH2:41][CH2:42][C:43]3([CH2:10][CH2:9][CH:8]([CH2:50][C:49]([O:52][CH3:53])=[O:51])[CH2:7][CH2:6]3)[CH2:44][CH2:45]2)=[CH:38][CH:39]=1.